From a dataset of Forward reaction prediction with 1.9M reactions from USPTO patents (1976-2016). Predict the product of the given reaction. (1) Given the reactants [Cl:1][C:2]1[CH:3]=[C:4]([C:13](=O)[CH3:14])[CH:5]=[N:6][C:7]=1[O:8][CH2:9][CH:10]1[CH2:12][CH2:11]1.[CH3:16][C:17]([S@:20]([NH2:22])=[O:21])([CH3:19])[CH3:18], predict the reaction product. The product is: [Cl:1][C:2]1[CH:3]=[C:4]([CH:13]([NH:22][S@@:20]([C:17]([CH3:19])([CH3:18])[CH3:16])=[O:21])[CH3:14])[CH:5]=[N:6][C:7]=1[O:8][CH2:9][CH:10]1[CH2:12][CH2:11]1. (2) Given the reactants [Br:1][C:2]1[S:6][C:5]2=[C:7]([CH2:10][OH:11])[N:8]=[CH:9][N:4]2[CH:3]=1.O=O, predict the reaction product. The product is: [Br:1][C:2]1[S:6][C:5]2=[C:7]([CH:10]=[O:11])[N:8]=[CH:9][N:4]2[CH:3]=1. (3) The product is: [S:9]1[C:10]2[CH:16]=[CH:15][CH:14]=[CH:13][C:11]=2[N:12]=[C:8]1[C:6]1[N:7]=[C:2]([NH:40][C:39]2[CH:38]=[CH:37][C:36]([N:33]3[CH2:32][CH2:31][N:30]([CH3:29])[CH2:35][CH2:34]3)=[CH:42][CH:41]=2)[C:3]2[NH:19][N:18]=[CH:17][C:4]=2[N:5]=1. Given the reactants Cl[C:2]1[C:3]2[C:4](=[CH:17][N:18](CC3C=CC(OC)=CC=3)[N:19]=2)[N:5]=[C:6]([C:8]2[S:9][C:10]3[CH:16]=[CH:15][CH:14]=[CH:13][C:11]=3[N:12]=2)[N:7]=1.[CH3:29][N:30]1[CH2:35][CH2:34][N:33]([C:36]2[CH:42]=[CH:41][C:39]([NH2:40])=[CH:38][CH:37]=2)[CH2:32][CH2:31]1.Cl, predict the reaction product. (4) Given the reactants [H-].[Na+].Cl[CH2:4][CH2:5][O:6][C:7]([NH:9][C:10]1([CH3:23])[CH2:15][CH2:14][N:13]([C:16]([O:18][C:19]([CH3:22])([CH3:21])[CH3:20])=[O:17])[CH2:12][CH2:11]1)=[O:8], predict the reaction product. The product is: [CH3:23][C:10]1([N:9]2[CH2:4][CH2:5][O:6][C:7]2=[O:8])[CH2:15][CH2:14][N:13]([C:16]([O:18][C:19]([CH3:22])([CH3:21])[CH3:20])=[O:17])[CH2:12][CH2:11]1.